Dataset: Catalyst prediction with 721,799 reactions and 888 catalyst types from USPTO. Task: Predict which catalyst facilitates the given reaction. Reactant: [CH3:1][S:2]([C:5]1[CH:6]=[C:7]2[C:13]3([CH2:17][CH2:16][N:15]([C:18]([O:20][C:21]([CH3:24])([CH3:23])[CH3:22])=[O:19])[CH2:14]3)[CH2:12][N:11](C(OCC[Si](C)(C)C)=O)[C:8]2=[CH:9][CH:10]=1)(=[O:4])=[O:3].[F-].C([N+](CCCC)(CCCC)CCCC)CCC.O. Product: [CH3:1][S:2]([C:5]1[CH:6]=[C:7]2[C:13]3([CH2:17][CH2:16][N:15]([C:18]([O:20][C:21]([CH3:24])([CH3:23])[CH3:22])=[O:19])[CH2:14]3)[CH2:12][NH:11][C:8]2=[CH:9][CH:10]=1)(=[O:3])=[O:4]. The catalyst class is: 7.